This data is from Experimentally validated miRNA-target interactions with 360,000+ pairs, plus equal number of negative samples. The task is: Binary Classification. Given a miRNA mature sequence and a target amino acid sequence, predict their likelihood of interaction. The miRNA is hsa-miR-7153-5p with sequence UGAGAACUGACAAAUGUGGUAGG. The protein sequence of the target gene is MEHFLLEVAAAPLRLIAAKNEKSRSELGRFLAKQVWTPQDRQCVLSTLAQLLLDKDCTVLVGRQLRPLLLDLLERNAEAIKAGGQINHDLHERLCVSMSKLIGNHPDVLPFALRYFKDTSPVFQRLFLESSDANPVRYGRRRMKLRDLMEAAFKFLQQEQSVFRELWDWSVCVPLLRSHDTLVRWYTANCLALVTCMNEEHKLSFLKKIFNSDELIHFRLRLLEEAQLQDLEKALVLANPEVSLWRKQKELQYLQGHLVSSDLSPRVTAVCGVVLPGQLPAPGELGGNRSSSREQELALR.... Result: 1 (interaction).